Dataset: Reaction yield outcomes from USPTO patents with 853,638 reactions. Task: Predict the reaction yield, written as a fraction of the theoretical maximum amount of product (1.0 means a 100% yield; for example, 0.34 means a 34% yield). (1) The reactants are Cl[C:2]1[N:7]=[C:6]([NH:8][C:9]2[CH:10]=[C:11]3[C:15](=[CH:16][CH:17]=2)[NH:14][N:13]=[CH:12]3)[CH:5]=[CH:4][N:3]=1.[Cl:18][C:19]1[CH:20]=[C:21]2[C:25](=[CH:26][CH:27]=1)[CH2:24][NH:23][CH2:22]2.CCN(C(C)C)C(C)C. The catalyst is C(#N)C. The product is [Cl:18][C:19]1[CH:20]=[C:21]2[C:25](=[CH:26][CH:27]=1)[CH2:24][N:23]([C:2]1[N:7]=[C:6]([NH:8][C:9]3[CH:10]=[C:11]4[C:15](=[CH:16][CH:17]=3)[NH:14][N:13]=[CH:12]4)[CH:5]=[CH:4][N:3]=1)[CH2:22]2. The yield is 0.405. (2) The reactants are [CH2:1]([N:8]([CH2:25][CH3:26])[C:9]1[CH:14]=[CH:13][C:12]([C:15]([OH:24])([C:20]([F:23])([F:22])[F:21])[C:16]([F:19])([F:18])[F:17])=[CH:11][CH:10]=1)[C:2]1[CH:7]=[CH:6][CH:5]=[CH:4][CH:3]=1.C1C(=O)N([Cl:34])C(=O)C1. The catalyst is CC(O)C. The product is [CH2:1]([N:8]([CH2:25][CH3:26])[C:9]1[CH:14]=[CH:13][C:12]([C:15]([OH:24])([C:16]([F:17])([F:18])[F:19])[C:20]([F:21])([F:22])[F:23])=[CH:11][C:10]=1[Cl:34])[C:2]1[CH:3]=[CH:4][CH:5]=[CH:6][CH:7]=1. The yield is 0.820. (3) The reactants are [C:1]1([S-:7])[CH:6]=[CH:5][CH:4]=[CH:3][CH:2]=1.[Na+].Cl[C:10]1[CH:15]=[CH:14][C:13]([CH3:16])=[CH:12][C:11]=1[N+:17]([O-:19])=[O:18]. The catalyst is CN(C=O)C.C(Cl)Cl. The product is [CH3:16][C:13]1[CH:14]=[CH:15][C:10]([S:7][C:1]2[CH:6]=[CH:5][CH:4]=[CH:3][CH:2]=2)=[C:11]([N+:17]([O-:19])=[O:18])[CH:12]=1. The yield is 0.870.